Dataset: Forward reaction prediction with 1.9M reactions from USPTO patents (1976-2016). Task: Predict the product of the given reaction. Given the reactants [CH:1]([C:4]1[CH:8]=[C:7]([CH:9]([CH3:11])[CH3:10])[N:6]([CH:12]2[CH2:17][CH2:16][C:15](=[O:18])[CH2:14][CH2:13]2)[N:5]=1)([CH3:3])[CH3:2].[BH4-].[Na+].Cl, predict the reaction product. The product is: [CH:1]([C:4]1[CH:8]=[C:7]([CH:9]([CH3:11])[CH3:10])[N:6]([C@H:12]2[CH2:13][CH2:14][C@H:15]([OH:18])[CH2:16][CH2:17]2)[N:5]=1)([CH3:2])[CH3:3].[CH:1]([C:4]1[CH:8]=[C:7]([CH:9]([CH3:11])[CH3:10])[N:6]([C@@H:12]2[CH2:13][CH2:14][C@H:15]([OH:18])[CH2:16][CH2:17]2)[N:5]=1)([CH3:2])[CH3:3].